This data is from Full USPTO retrosynthesis dataset with 1.9M reactions from patents (1976-2016). The task is: Predict the reactants needed to synthesize the given product. (1) Given the product [C:26]([C:4]1[CH:3]=[C:2]([NH:1][C:46](=[O:47])[CH:45]([CH2:51][CH3:52])[CH2:42][CH3:41])[CH:7]=[CH:6][C:5]=1[N:8]1[CH2:9][CH2:10][CH:11]([CH:14]([C:15](=[O:16])[NH:17][CH2:18][CH3:19])[C:20]2[CH:21]=[CH:22][CH:23]=[CH:24][CH:25]=2)[CH2:12][CH2:13]1)#[N:27], predict the reactants needed to synthesize it. The reactants are: [NH2:1][C:2]1[CH:7]=[CH:6][C:5]([N:8]2[CH2:13][CH2:12][CH:11]([CH:14]([C:20]3[CH:25]=[CH:24][CH:23]=[CH:22][CH:21]=3)[C:15]([NH:17][CH2:18][CH3:19])=[O:16])[CH2:10][CH2:9]2)=[C:4]([C:26]#[N:27])[CH:3]=1.C(C1C=C([N+]([O-])=O)C=CC=1N1CC[CH:42]([CH:45]([C:51]2C=CC=C[CH:52]=2)[C:46](NCC)=[O:47])[CH2:41]C1)#N. (2) Given the product [C:22]([O:26][C:27]([N:29]1[CH2:34][CH2:33][N:32]([C:6]2[C:5]([CH2:9][O:10][C:11]3[CH:16]=[C:15]([CH:17]([CH3:19])[CH3:18])[CH:14]=[CH:13][C:12]=3[CH3:20])=[C:4]([CH3:21])[N:3]=[C:2]([Cl:1])[N:7]=2)[CH2:31][CH2:30]1)=[O:28])([CH3:25])([CH3:23])[CH3:24], predict the reactants needed to synthesize it. The reactants are: [Cl:1][C:2]1[N:7]=[C:6](Cl)[C:5]([CH2:9][O:10][C:11]2[CH:16]=[C:15]([CH:17]([CH3:19])[CH3:18])[CH:14]=[CH:13][C:12]=2[CH3:20])=[C:4]([CH3:21])[N:3]=1.[C:22]([O:26][C:27]([N:29]1[CH2:34][CH2:33][NH:32][CH2:31][CH2:30]1)=[O:28])([CH3:25])([CH3:24])[CH3:23].C(=O)([O-])[O-].[K+].[K+]. (3) Given the product [C:5]([O:9][C:10]([N:12]1[CH2:24][C@@H:23]([CH3:25])[N:22]2[C@H:14]([CH2:15][C:16]3[C:21]2=[N:20][C:19]([C@@H:26]([OH:27])[CH3:2])=[CH:18][CH:17]=3)[CH2:13]1)=[O:11])([CH3:6])([CH3:7])[CH3:8], predict the reactants needed to synthesize it. The reactants are: B.[CH3:2]SC.[C:5]([O:9][C:10]([N:12]1[CH2:24][C@@H:23]([CH3:25])[N:22]2[C@H:14]([CH2:15][C:16]3[C:21]2=[N:20][C:19]([CH2:26][O:27]CCO)=[CH:18][CH:17]=3)[CH2:13]1)=[O:11])([CH3:8])([CH3:7])[CH3:6]. (4) Given the product [C:12]([C:4]1[CH:5]=[CH:6][C:7]([N+:9]([O-:11])=[O:10])=[CH:8][C:3]=1[O:2][CH3:1])#[CH:13], predict the reactants needed to synthesize it. The reactants are: [CH3:1][O:2][C:3]1[CH:8]=[C:7]([N+:9]([O-:11])=[O:10])[CH:6]=[CH:5][C:4]=1[C:12]#[C:13][Si](C)(C)C.[F-].C([N+](CCCC)(CCCC)CCCC)CCC.C([O-])(O)=O.[Na+]. (5) Given the product [Cl:10][CH2:11][C:12]1[N:14]=[C:1]([C:2]2[CH:7]=[CH:6][CH:5]=[CH:4][CH:3]=2)[O:8][N:13]=1, predict the reactants needed to synthesize it. The reactants are: [C:1](Cl)(=[O:8])[C:2]1[CH:7]=[CH:6][CH:5]=[CH:4][CH:3]=1.[Cl:10][CH2:11][C:12](=[N:14]O)[NH2:13]. (6) Given the product [Cl:1][C:2]1[C:3]2[C:10]([I:11])=[CH:9][N:8]([CH2:27][C:19]3[N:18]([C:12]4[CH:17]=[CH:16][CH:15]=[CH:14][CH:13]=4)[C:22]4[CH:23]=[CH:24][CH:25]=[CH:26][C:21]=4[N:20]=3)[C:4]=2[N:5]=[CH:6][N:7]=1, predict the reactants needed to synthesize it. The reactants are: [Cl:1][C:2]1[C:3]2[C:10]([I:11])=[CH:9][NH:8][C:4]=2[N:5]=[CH:6][N:7]=1.[C:12]1([N:18]2[C:22]3[CH:23]=[CH:24][CH:25]=[CH:26][C:21]=3[N:20]=[C:19]2[CH:27](N)C)[CH:17]=[CH:16][CH:15]=[CH:14][CH:13]=1.C([O-])([O-])=O.[K+].[K+].O.